From a dataset of Blood-brain barrier permeability regression values from the B3DB database. Regression/Classification. Given a drug SMILES string, predict its absorption, distribution, metabolism, or excretion properties. Task type varies by dataset: regression for continuous measurements (e.g., permeability, clearance, half-life) or binary classification for categorical outcomes (e.g., BBB penetration, CYP inhibition). For this dataset (b3db_regression), we predict Y. (1) The molecule is CC(C)(C)NC(=O)[C@@]1([C@]2(N1C2=O)C3=CC=C(C=C3)OCC4=CC=C(C=C4)Cl)C5=C(NC6=C5C=CC(=C6)Cl)C(=O)O. The Y is -0.460 log(BB ratio). (2) The compound is C1CN(CCC1CNC2=NC=NC=C2)C(=O)OCC3=CC=CC=C3. The Y is -0.200 log(BB ratio). (3) The drug is CNC(=O)C1=C(N=C(N=C1OCC2CCNCC2)C#N)NCC3CCC4(CCC4)CC3. The Y is -0.670 log(BB ratio). (4) The drug is CC1=NC2=C(O1)C=C(C(=C2)CNC3CCCNC3C4=CC=CC=C4)OC. The Y is 0.490 log(BB ratio). (5) The compound is C1=CC(=C(C=C1C(F)(F)F)NC(=O)NC2=C(C=CC(=C2)Cl)O)Cl. The Y is -0.300 log(BB ratio). (6) The molecule is CN1CC[C@]23CCCC[C@H]2[C@H]1CC4=C3C=C(C=C4)O. The Y is 0 log(BB ratio). (7) The drug is CCC(C)(C)O. The Y is 0.0700 log(BB ratio). (8) The drug is C1=CC=C(C=C1)NC(=O)CCCCCNC(=O)CF. The Y is -0.510 log(BB ratio).